From a dataset of Full USPTO retrosynthesis dataset with 1.9M reactions from patents (1976-2016). Predict the reactants needed to synthesize the given product. Given the product [Br:12][C:9]1[CH:10]=[CH:11][C:6]([CH2:5][CH:4]([C:3]2[N:30]=[C:28]([NH2:29])[N:23]([CH3:22])[CH:2]=2)[C:13]2[CH:18]=[CH:17][C:16]([O:19][CH3:20])=[CH:15][CH:14]=2)=[CH:7][CH:8]=1, predict the reactants needed to synthesize it. The reactants are: Br[CH2:2][C:3](=O)[CH:4]([C:13]1[CH:18]=[CH:17][C:16]([O:19][CH3:20])=[CH:15][CH:14]=1)[CH2:5][C:6]1[CH:11]=[CH:10][C:9]([Br:12])=[CH:8][CH:7]=1.[CH3:22][NH2:23].Br.C(S[C:28](=[NH:30])[NH2:29])C.[OH-].[Na+].